From a dataset of Full USPTO retrosynthesis dataset with 1.9M reactions from patents (1976-2016). Predict the reactants needed to synthesize the given product. (1) Given the product [ClH:52].[F:41][C:38]([F:39])([F:40])[C:30]1[CH:29]=[C:28]([CH:33]=[C:32]([C:34]([F:35])([F:36])[F:37])[CH:31]=1)[CH2:27][N:20]([C:21]1[N:22]=[N:23][N:24]([CH3:26])[N:25]=1)[C@H:16]1[CH2:17][CH2:18][CH2:19][N:13]([CH2:12][C:10]2[CH:9]=[N:8][CH:7]=[C:6]([CH:11]=2)[C:5]([OH:51])=[O:4])[C:14]2[CH:45]=[C:44]([C:46]([F:47])([F:48])[F:49])[C:43]([CH3:50])=[CH:42][C:15]1=2, predict the reactants needed to synthesize it. The reactants are: [OH-].[Na+].C[O:4][C:5](=[O:51])[C:6]1[CH:11]=[C:10]([CH2:12][N:13]2[CH2:19][CH2:18][CH2:17][C@H:16]([N:20]([CH2:27][C:28]3[CH:33]=[C:32]([C:34]([F:37])([F:36])[F:35])[CH:31]=[C:30]([C:38]([F:41])([F:40])[F:39])[CH:29]=3)[C:21]3[N:22]=[N:23][N:24]([CH3:26])[N:25]=3)[C:15]3[CH:42]=[C:43]([CH3:50])[C:44]([C:46]([F:49])([F:48])[F:47])=[CH:45][C:14]2=3)[CH:9]=[N:8][CH:7]=1.[ClH:52]. (2) Given the product [CH2:1]([O:3][C:4]([C@H:6]1[C@@H:11]([N:12]([CH2:13][C:14]2[CH:19]=[CH:18][C:17]([CH3:20])=[C:16]([F:21])[CH:15]=2)[C:39](=[O:40])[CH2:38][C:33]2[NH:32][C:31]3[CH:42]=[CH:43][C:28]([NH:27][S:24]([CH3:23])(=[O:26])=[O:25])=[CH:29][C:30]=3[S:35](=[O:36])(=[O:37])[N:34]=2)[C@H:10]2[CH2:22][C@@H:7]1[CH2:8][CH2:9]2)=[O:5])[CH3:2], predict the reactants needed to synthesize it. The reactants are: [CH2:1]([O:3][C:4]([C@H:6]1[C@@H:11]([NH:12][CH2:13][C:14]2[CH:19]=[CH:18][C:17]([CH3:20])=[C:16]([F:21])[CH:15]=2)[C@H:10]2[CH2:22][C@@H:7]1[CH2:8][CH2:9]2)=[O:5])[CH3:2].[CH3:23][S:24]([NH:27][C:28]1[CH:43]=[CH:42][C:31]2[NH:32][C:33]([CH2:38][C:39](O)=[O:40])=[N:34][S:35](=[O:37])(=[O:36])[C:30]=2[CH:29]=1)(=[O:26])=[O:25].Cl.C(N=C=N)C.CN1CCOCC1.Cl. (3) Given the product [Cl:28][C:8]1[N:4]([CH2:3][C:2]([CH3:1])([O:13][Si:14]([CH3:15])([CH3:17])[CH3:16])[CH3:12])[N:5]=[CH:6][C:7]=1[N+:9]([O-:11])=[O:10], predict the reactants needed to synthesize it. The reactants are: [CH3:1][C:2]([O:13][Si:14]([CH3:17])([CH3:16])[CH3:15])([CH3:12])[CH2:3][N:4]1[CH:8]=[C:7]([N+:9]([O-:11])=[O:10])[CH:6]=[N:5]1.C[Si]([N-][Si](C)(C)C)(C)C.[Li+].[Cl:28]C(Cl)(Cl)C(Cl)(Cl)Cl. (4) Given the product [F:1][C:2]1[CH:3]=[CH:4][C:5]([N:8]2[C:17]3[C:12](=[N:13][CH:14]=[C:15]([CH2:18][C:19]4[CH:24]=[CH:23][C:22]([F:25])=[CH:21][CH:20]=4)[CH:16]=3)[C:11]([OH:26])=[C:10]([C:27]([NH:33][CH:34]([CH3:37])[CH2:35][OH:36])=[O:28])[C:9]2=[O:32])=[CH:6][CH:7]=1, predict the reactants needed to synthesize it. The reactants are: [F:1][C:2]1[CH:7]=[CH:6][C:5]([N:8]2[C:17]3[C:12](=[N:13][CH:14]=[C:15]([CH2:18][C:19]4[CH:24]=[CH:23][C:22]([F:25])=[CH:21][CH:20]=4)[CH:16]=3)[C:11]([OH:26])=[C:10]([C:27](OCC)=[O:28])[C:9]2=[O:32])=[CH:4][CH:3]=1.[NH2:33][CH:34]([CH3:37])[CH2:35][OH:36]. (5) Given the product [Cl:3][C:13]1[CH:12]=[N:11][C:10]2[C:15](=[CH:16][CH:17]=[C:8]([C:7]([F:20])([F:19])[F:6])[CH:9]=2)[N:14]=1, predict the reactants needed to synthesize it. The reactants are: P(Cl)(Cl)([Cl:3])=O.[F:6][C:7]([F:20])([F:19])[C:8]1[CH:9]=[C:10]2[C:15](=[CH:16][CH:17]=1)[NH:14][C:13](=O)[CH:12]=[N:11]2.C(N(C(C)C)C(C)C)C. (6) Given the product [Cl:26][C:2]1[C:3]2[CH2:11][N:10]([C:12]3[CH:19]=[CH:18][C:15]([C:16]#[N:17])=[C:14]([C:20]([F:23])([F:22])[F:21])[CH:13]=3)[CH2:9][CH2:8][C:4]=2[N:5]=[CH:6][N:7]=1, predict the reactants needed to synthesize it. The reactants are: O[C:2]1[C:3]2[CH2:11][N:10]([C:12]3[CH:19]=[CH:18][C:15]([C:16]#[N:17])=[C:14]([C:20]([F:23])([F:22])[F:21])[CH:13]=3)[CH2:9][CH2:8][C:4]=2[N:5]=[CH:6][N:7]=1.P(Cl)(Cl)([Cl:26])=O.C(N(CC)CC)C.C(=O)([O-])[O-].[K+].[K+]. (7) Given the product [C:21]([O:25][C:26]([N:28]1[CH2:33][CH2:32][N:31]([S:34]([C:37]2[CH:42]=[CH:41][C:40]([NH:17][C:14]3[N:15]=[N:16][C:11]4[CH:10]=[C:9]([C:3]5[C:4]([Cl:8])=[CH:5][CH:6]=[CH:7][C:2]=5[Cl:1])[CH:19]=[C:18]([CH3:20])[C:12]=4[N:13]=3)=[CH:39][CH:38]=2)(=[O:36])=[O:35])[CH2:30][CH2:29]1)=[O:27])([CH3:24])([CH3:22])[CH3:23], predict the reactants needed to synthesize it. The reactants are: [Cl:1][C:2]1[CH:7]=[CH:6][CH:5]=[C:4]([Cl:8])[C:3]=1[C:9]1[CH:19]=[C:18]([CH3:20])[C:12]2[N:13]=[C:14]([NH2:17])[N:15]=[N:16][C:11]=2[CH:10]=1.[C:21]([O:25][C:26]([N:28]1[CH2:33][CH2:32][N:31]([S:34]([C:37]2[CH:42]=[CH:41][C:40](Br)=[CH:39][CH:38]=2)(=[O:36])=[O:35])[CH2:30][CH2:29]1)=[O:27])([CH3:24])([CH3:23])[CH3:22].C(=O)([O-])[O-].[Cs+].[Cs+].C1(P(C2C=CC=CC=2)C2C3OC4C(=CC=CC=4P(C4C=CC=CC=4)C4C=CC=CC=4)C(C)(C)C=3C=CC=2)C=CC=CC=1.